This data is from Full USPTO retrosynthesis dataset with 1.9M reactions from patents (1976-2016). The task is: Predict the reactants needed to synthesize the given product. (1) Given the product [CH3:1][N:2]1[C:6]2=[N:7][C:8]3[C:13]([C:14]([N:15]([CH3:29])[C:16]4[CH:21]=[CH:20][C:19]([C:22]([O:24][CH3:25])=[O:23])=[CH:18][CH:17]=4)=[C:5]2[C:4]([CH3:26])=[N:3]1)=[CH:12][CH:11]=[CH:10][CH:9]=3, predict the reactants needed to synthesize it. The reactants are: [CH3:1][N:2]1[C:6]2=[N:7][C:8]3[C:13]([C:14]([NH:15][C:16]4[CH:21]=[CH:20][C:19]([C:22]([O:24][CH3:25])=[O:23])=[CH:18][CH:17]=4)=[C:5]2[C:4]([CH3:26])=[N:3]1)=[CH:12][CH:11]=[CH:10][CH:9]=3.[H-].[Na+].[CH3:29]I. (2) Given the product [CH3:1][O:2][C:3]1[CH:16]=[CH:15][C:14]2[C:13]3[CH:12]=[CH:11][CH:10]=[CH:9][C:8]=3[N:7]3[CH:19]=[CH:20][N:17]=[C:6]3[C:5]=2[CH:4]=1, predict the reactants needed to synthesize it. The reactants are: [CH3:1][O:2][C:3]1[CH:16]=[CH:15][C:14]2[C:5](=[C:6]([NH2:17])[N:7]=[C:8]3[C:13]=2[CH:12]=[CH:11][CH:10]=[CH:9]3)[CH:4]=1.Cl[CH2:19][CH:20]=O.C(=O)(O)[O-].[Na+]. (3) The reactants are: [S:1]1[CH:5]=[CH:4][C:3]2[CH:6]=[CH:7][C:8]([N:10]3[CH2:18][C:17]4[C:12](=[CH:13][C:14]([N+:19]([O-])=O)=[CH:15][CH:16]=4)[C:11]3=[O:22])=[CH:9][C:2]1=2.[Cl-].[NH4+].CO. Given the product [NH2:19][C:14]1[CH:13]=[C:12]2[C:17]([CH2:18][N:10]([C:8]3[CH:7]=[CH:6][C:3]4[CH:4]=[CH:5][S:1][C:2]=4[CH:9]=3)[C:11]2=[O:22])=[CH:16][CH:15]=1, predict the reactants needed to synthesize it. (4) The reactants are: [C:1]([N:5]1[CH2:8][CH:7]([OH:9])[CH2:6]1)([CH3:4])([CH3:3])[CH3:2].C(N(CC)CC)C.CS(OCl)(=O)=O.[Br:23][C:24]1[CH:25]=[CH:26][C:27]([O:31][CH2:32][C:33]2[CH:38]=[CH:37][CH:36]=[C:35]([F:39])[CH:34]=2)=[C:28](O)[CH:29]=1.C([O-])([O-])=O.[K+].[K+]. Given the product [Br:23][C:24]1[CH:29]=[CH:28][C:27]([O:31][CH2:32][C:33]2[CH:38]=[CH:37][CH:36]=[C:35]([F:39])[CH:34]=2)=[C:26]([CH:25]=1)[O:9][CH:7]1[CH2:8][N:5]([C:1]([CH3:4])([CH3:3])[CH3:2])[CH2:6]1, predict the reactants needed to synthesize it.